Dataset: TCR-epitope binding with 47,182 pairs between 192 epitopes and 23,139 TCRs. Task: Binary Classification. Given a T-cell receptor sequence (or CDR3 region) and an epitope sequence, predict whether binding occurs between them. (1) The epitope is LLSAGIFGA. The TCR CDR3 sequence is CASSRGTGEFQPQHF. Result: 0 (the TCR does not bind to the epitope). (2) The epitope is YFPLQSYGF. The TCR CDR3 sequence is CASNQHPQPQHF. Result: 1 (the TCR binds to the epitope). (3) The epitope is FPPTSFGPL. The TCR CDR3 sequence is CASSLDWGYTEAFF. Result: 1 (the TCR binds to the epitope). (4) The epitope is TPINLVRDL. The TCR CDR3 sequence is CSVEGFSGGSYNEQFF. Result: 1 (the TCR binds to the epitope). (5) The epitope is AYILFTRFFYV. The TCR CDR3 sequence is CATTSGSSSYEQYF. Result: 0 (the TCR does not bind to the epitope). (6) The epitope is FLKEKGGL. The TCR CDR3 sequence is CAISEPGYRGPPGANVLTF. Result: 1 (the TCR binds to the epitope).